Dataset: Catalyst prediction with 721,799 reactions and 888 catalyst types from USPTO. Task: Predict which catalyst facilitates the given reaction. Reactant: O.O.[Sn](Cl)Cl.[N+:6]([C:9]1[CH:14]=[CH:13][CH:12]=[CH:11][C:10]=1[S:15]([NH:18][C:19]1[CH:20]=[CH:21][CH:22]=[C:23]2[C:28]=1[N:27]=[CH:26][CH:25]=[CH:24]2)(=[O:17])=[O:16])([O-])=O. Product: [NH2:6][C:9]1[CH:14]=[CH:13][CH:12]=[CH:11][C:10]=1[S:15]([NH:18][C:19]1[CH:20]=[CH:21][CH:22]=[C:23]2[C:28]=1[N:27]=[CH:26][CH:25]=[CH:24]2)(=[O:17])=[O:16]. The catalyst class is: 14.